This data is from Reaction yield outcomes from USPTO patents with 853,638 reactions. The task is: Predict the reaction yield, written as a fraction of the theoretical maximum amount of product (1.0 means a 100% yield; for example, 0.34 means a 34% yield). (1) The reactants are Cl[C:2]1[C:7]([N+:8]([O-])=O)=[CH:6][CH:5]=[C:4]([O:11][CH3:12])[N:3]=1.[N:13]1[CH:18]=[CH:17][CH:16]=[CH:15][C:14]=1[NH:19][C:20](=O)[CH3:21]. No catalyst specified. The product is [CH3:12][O:11][C:4]1[N:3]=[C:2]2[N:19]([C:14]3[CH:15]=[CH:16][CH:17]=[CH:18][N:13]=3)[C:20]([CH3:21])=[N:8][C:7]2=[CH:6][CH:5]=1. The yield is 0.270. (2) The reactants are [NH:1]1[CH2:6][CH2:5][C:4]2([C:15]3[N:16]=[CH:17][NH:18][C:14]=3[C:13]3[CH:12]=[CH:11][CH:10]=[CH:9][C:8]=3[O:7]2)[CH2:3][CH2:2]1.[CH:19]([O:22][C:23]1[CH:31]=[CH:30][C:26]([C:27](O)=[O:28])=[CH:25][C:24]=1[CH3:32])([CH3:21])[CH3:20].C(N(CC)CC)C.CCN=C=NCCCN(C)C. The catalyst is ClCCl. The product is [CH:19]([O:22][C:23]1[CH:31]=[CH:30][C:26]([C:27]([N:1]2[CH2:6][CH2:5][C:4]3([C:15]4[N:16]=[CH:17][NH:18][C:14]=4[C:13]4[CH:12]=[CH:11][CH:10]=[CH:9][C:8]=4[O:7]3)[CH2:3][CH2:2]2)=[O:28])=[CH:25][C:24]=1[CH3:32])([CH3:21])[CH3:20]. The yield is 0.120. (3) The reactants are Cl.[CH:2]1([CH2:5][C:6](=[NH:8])[NH2:7])[CH2:4][CH2:3]1.C[O-].[Na+].[C:12]([C:14]1[CH:19]=[CH:18][CH:17]=[CH:16][C:15]=1[C:20]1[CH:25]=[CH:24][C:23]([CH2:26][CH:27]([C:32](=O)[CH2:33][CH2:34][CH2:35][CH3:36])[C:28](OC)=[O:29])=[CH:22][CH:21]=1)#[N:13]. The catalyst is CO. The product is [CH2:33]([C:32]1[N:8]=[C:6]([CH2:5][CH:2]2[CH2:4][CH2:3]2)[NH:7][C:28](=[O:29])[C:27]=1[CH2:26][C:23]1[CH:22]=[CH:21][C:20]([C:15]2[C:14]([C:12]#[N:13])=[CH:19][CH:18]=[CH:17][CH:16]=2)=[CH:25][CH:24]=1)[CH2:34][CH2:35][CH3:36]. The yield is 0.760.